Dataset: Forward reaction prediction with 1.9M reactions from USPTO patents (1976-2016). Task: Predict the product of the given reaction. (1) Given the reactants [CH2:1]1[CH:9]2[CH:4]([CH2:5][CH2:6][CH2:7][CH2:8]2)[CH2:3]C1C(O)=O.[Li]C.[CH3:15][C:16]([CH3:18])=[O:17].C1CNC(=O)C1.[Br:25][Br-]Br, predict the reaction product. The product is: [Br:25][CH2:15][C:16]([CH:18]1[CH2:1][CH:9]2[CH:4]([CH2:5][CH2:6][CH2:7][CH2:8]2)[CH2:3]1)=[O:17]. (2) Given the reactants [CH3:1][C:2]1[N:3]=[CH:4][S:5][CH:6]=1.[O:7]1[C:11]2[CH:12]=[CH:13][C:14]([CH2:16][C:17](N(OC)C)=[O:18])=[CH:15][C:10]=2[O:9][CH2:8]1.[Cl-].[NH4+], predict the reaction product. The product is: [O:7]1[C:11]2[CH:12]=[CH:13][C:14]([CH2:16][C:17]([C:4]3[S:5][CH:6]=[C:2]([CH3:1])[N:3]=3)=[O:18])=[CH:15][C:10]=2[O:9][CH2:8]1. (3) Given the reactants [C:1]([C:4]1[CH:9]=[CH:8][C:7]([NH:10][CH2:11][C:12]2[CH:17]=[CH:16][C:15]([CH:18]([O:27]C3CCCCO3)[C:19]3[CH:20]=[C:21]([CH:24]=[CH:25][CH:26]=3)[C:22]#[N:23])=[CH:14][CH:13]=2)=[C:6]([CH3:34])[C:5]=1[OH:35])(=[O:3])[CH3:2].Cl, predict the reaction product. The product is: [C:1]([C:4]1[CH:9]=[CH:8][C:7]([NH:10][CH2:11][C:12]2[CH:13]=[CH:14][C:15]([CH:18]([OH:27])[C:19]3[CH:20]=[C:21]([CH:24]=[CH:25][CH:26]=3)[C:22]#[N:23])=[CH:16][CH:17]=2)=[C:6]([CH3:34])[C:5]=1[OH:35])(=[O:3])[CH3:2].